From a dataset of Full USPTO retrosynthesis dataset with 1.9M reactions from patents (1976-2016). Predict the reactants needed to synthesize the given product. (1) Given the product [CH3:29][O:28][C:5]1[CH:6]=[C:7]([N:10]2[CH2:15][CH2:14][C:13]3[CH:16]=[C:17]([C:19]4[CH:20]=[CH:21][C:22]([O:25][CH3:26])=[CH:23][CH:24]=4)[S:18][C:12]=3[C:11]2=[O:27])[CH:8]=[CH:9][C:4]=1[C:3]([OH:30])=[O:2], predict the reactants needed to synthesize it. The reactants are: C[O:2][C:3](=[O:30])[C:4]1[CH:9]=[CH:8][C:7]([N:10]2[CH2:15][CH2:14][C:13]3[CH:16]=[C:17]([C:19]4[CH:24]=[CH:23][C:22]([O:25][CH3:26])=[CH:21][CH:20]=4)[S:18][C:12]=3[C:11]2=[O:27])=[CH:6][C:5]=1[O:28][CH3:29].O.[OH-].[Li+].Cl. (2) Given the product [C:13]1([C:3]2[C:4]3[C:40](=[C:38]([OH:37])[CH:39]=[CH:6][CH:5]=3)[CH2:10][CH:11]=2)[C:22]2[C:17](=[CH:18][CH:19]=[CH:20][CH:21]=2)[CH:16]=[CH:15][CH:14]=1, predict the reactants needed to synthesize it. The reactants are: CO[C:3]1([C:13]2[C:22]3[C:17](=[CH:18][CH:19]=[CH:20][CH:21]=3)[CH:16]=[CH:15][CH:14]=2)[C:11]2[C:6](=C(Br)C=C[CH:10]=2)[CH2:5][CH2:4]1.[Li]CCCC.[CH:38]([O:37]B([O:37][CH:38]([CH3:40])[CH3:39])[O:37][CH:38]([CH3:40])[CH3:39])([CH3:40])[CH3:39].C(O)(=O)C.OO. (3) The reactants are: F[C:2]1[CH:7]=[CH:6][C:5]([F:8])=[CH:4][N:3]=1.C1CCN2C(=NCCC2)CC1.Cl.[CH3:21][S:22]([C:25]1[C:26]([CH3:41])=[N:27][C:28]([O:31][CH2:32][CH2:33][CH2:34][CH:35]2[CH2:40][CH2:39][NH:38][CH2:37][CH2:36]2)=[CH:29][CH:30]=1)(=[O:24])=[O:23].O. Given the product [F:8][C:5]1[CH:6]=[CH:7][C:2]([N:38]2[CH2:39][CH2:40][CH:35]([CH2:34][CH2:33][CH2:32][O:31][C:28]3[CH:29]=[CH:30][C:25]([S:22]([CH3:21])(=[O:24])=[O:23])=[C:26]([CH3:41])[N:27]=3)[CH2:36][CH2:37]2)=[N:3][CH:4]=1, predict the reactants needed to synthesize it. (4) The reactants are: [NH2:1][CH2:2][C:3]([NH:5][C:6]1[CH:16]=[CH:15][C:9]([C:10]([O:12][CH2:13][CH3:14])=[O:11])=[CH:8][C:7]=1[O:17][CH3:18])=[O:4].CCN(CC)CC.[F:26][CH2:27][C:28]([CH3:33])([CH3:32])[CH2:29][CH:30]=O. Given the product [F:26][CH2:27][C:28]([CH3:33])([CH3:32])[CH2:29]/[CH:30]=[N:1]/[CH2:2][C:3]([NH:5][C:6]1[CH:16]=[CH:15][C:9]([C:10]([O:12][CH2:13][CH3:14])=[O:11])=[CH:8][C:7]=1[O:17][CH3:18])=[O:4], predict the reactants needed to synthesize it.